Dataset: Forward reaction prediction with 1.9M reactions from USPTO patents (1976-2016). Task: Predict the product of the given reaction. (1) Given the reactants [NH2:1][C:2]1[CH:3]=[CH:4][C:5]2[C:6]3[N:14]=[C:13]([C:15]4[CH:20]=[CH:19][C:18]([CH2:21][N:22]5[CH2:27][CH2:26][O:25][CH2:24][CH2:23]5)=[CH:17][CH:16]=4)[CH:12]=[C:11]([C:28]([NH2:30])=[O:29])[C:7]=3[NH:8][C:9]=2[CH:10]=1.[CH:31]([S:33]([CH:36]=[CH2:37])(=[O:35])=[O:34])=[CH2:32], predict the reaction product. The product is: [O:34]=[S:33]1(=[O:35])[CH2:36][CH2:37][N:1]([C:2]2[CH:3]=[CH:4][C:5]3[C:6]4[N:14]=[C:13]([C:15]5[CH:16]=[CH:17][C:18]([CH2:21][N:22]6[CH2:23][CH2:24][O:25][CH2:26][CH2:27]6)=[CH:19][CH:20]=5)[CH:12]=[C:11]([C:28]([NH2:30])=[O:29])[C:7]=4[NH:8][C:9]=3[CH:10]=2)[CH2:32][CH2:31]1. (2) The product is: [Br:15][C:8]1[CH:9]=[CH:10][C:3]([CH2:1][CH3:2])=[C:4]([CH:7]=1)[CH:5]=[O:6]. Given the reactants [CH2:1]([C:3]1[CH:10]=[CH:9][CH:8]=[CH:7][C:4]=1[CH:5]=[O:6])[CH3:2].[Al+3].[Cl-].[Cl-].[Cl-].[Br:15]Br, predict the reaction product.